Regression. Given two drug SMILES strings and cell line genomic features, predict the synergy score measuring deviation from expected non-interaction effect. From a dataset of NCI-60 drug combinations with 297,098 pairs across 59 cell lines. (1) Drug 1: C1CC(=O)NC(=O)C1N2CC3=C(C2=O)C=CC=C3N. Drug 2: C(=O)(N)NO. Cell line: KM12. Synergy scores: CSS=-7.51, Synergy_ZIP=-4.75, Synergy_Bliss=-14.3, Synergy_Loewe=-14.0, Synergy_HSA=-13.7. (2) Drug 1: C1CCN(CC1)CCOC2=CC=C(C=C2)C(=O)C3=C(SC4=C3C=CC(=C4)O)C5=CC=C(C=C5)O. Drug 2: CC1CCC2CC(C(=CC=CC=CC(CC(C(=O)C(C(C(=CC(C(=O)CC(OC(=O)C3CCCCN3C(=O)C(=O)C1(O2)O)C(C)CC4CCC(C(C4)OC)O)C)C)O)OC)C)C)C)OC. Cell line: DU-145. Synergy scores: CSS=24.1, Synergy_ZIP=2.29, Synergy_Bliss=2.20, Synergy_Loewe=-18.3, Synergy_HSA=-0.797. (3) Drug 1: CCCCC(=O)OCC(=O)C1(CC(C2=C(C1)C(=C3C(=C2O)C(=O)C4=C(C3=O)C=CC=C4OC)O)OC5CC(C(C(O5)C)O)NC(=O)C(F)(F)F)O. Drug 2: CC1C(C(CC(O1)OC2CC(CC3=C2C(=C4C(=C3O)C(=O)C5=CC=CC=C5C4=O)O)(C(=O)C)O)N)O. Cell line: HCT-15. Synergy scores: CSS=39.8, Synergy_ZIP=5.81, Synergy_Bliss=6.49, Synergy_Loewe=-4.65, Synergy_HSA=6.33. (4) Cell line: EKVX. Synergy scores: CSS=-0.544, Synergy_ZIP=1.30, Synergy_Bliss=-0.157, Synergy_Loewe=-1.56, Synergy_HSA=-2.23. Drug 2: C1CNP(=O)(OC1)N(CCCl)CCCl. Drug 1: CC1C(C(=O)NC(C(=O)N2CCCC2C(=O)N(CC(=O)N(C(C(=O)O1)C(C)C)C)C)C(C)C)NC(=O)C3=C4C(=C(C=C3)C)OC5=C(C(=O)C(=C(C5=N4)C(=O)NC6C(OC(=O)C(N(C(=O)CN(C(=O)C7CCCN7C(=O)C(NC6=O)C(C)C)C)C)C(C)C)C)N)C. (5) Drug 1: CC1C(C(=O)NC(C(=O)N2CCCC2C(=O)N(CC(=O)N(C(C(=O)O1)C(C)C)C)C)C(C)C)NC(=O)C3=C4C(=C(C=C3)C)OC5=C(C(=O)C(=C(C5=N4)C(=O)NC6C(OC(=O)C(N(C(=O)CN(C(=O)C7CCCN7C(=O)C(NC6=O)C(C)C)C)C)C(C)C)C)N)C. Drug 2: CC1=C2C(C(=O)C3(C(CC4C(C3C(C(C2(C)C)(CC1OC(=O)C(C(C5=CC=CC=C5)NC(=O)OC(C)(C)C)O)O)OC(=O)C6=CC=CC=C6)(CO4)OC(=O)C)O)C)O. Cell line: A549. Synergy scores: CSS=5.74, Synergy_ZIP=4.19, Synergy_Bliss=5.26, Synergy_Loewe=0.304, Synergy_HSA=0.827. (6) Synergy scores: CSS=58.7, Synergy_ZIP=2.67, Synergy_Bliss=3.74, Synergy_Loewe=-0.736, Synergy_HSA=2.39. Drug 2: CC1=C(C(=CC=C1)Cl)NC(=O)C2=CN=C(S2)NC3=CC(=NC(=N3)C)N4CCN(CC4)CCO. Drug 1: CC1OCC2C(O1)C(C(C(O2)OC3C4COC(=O)C4C(C5=CC6=C(C=C35)OCO6)C7=CC(=C(C(=C7)OC)O)OC)O)O. Cell line: CCRF-CEM.